This data is from Reaction yield outcomes from USPTO patents with 853,638 reactions. The task is: Predict the reaction yield, written as a fraction of the theoretical maximum amount of product (1.0 means a 100% yield; for example, 0.34 means a 34% yield). (1) The reactants are [CH2:1]([O:8][C:9]1[CH:10]=[CH:11][C:12]([CH2:15]Cl)=[N:13][CH:14]=1)[C:2]1[CH:7]=[CH:6][CH:5]=[CH:4][CH:3]=1.O.[C-:18]#[N:19].[Na+]. The catalyst is C(O)C. The product is [CH2:1]([O:8][C:9]1[CH:10]=[CH:11][C:12]([CH2:15][C:18]#[N:19])=[N:13][CH:14]=1)[C:2]1[CH:7]=[CH:6][CH:5]=[CH:4][CH:3]=1. The yield is 0.870. (2) The reactants are C[O:2][C:3]([CH:5]1[O:9][C:8]2[CH:10]=[C:11]([F:15])[CH:12]=[C:13]([Br:14])[C:7]=2[O:6]1)=O.[BH4-].[Na+]. The catalyst is C1COCC1. The product is [Br:14][C:13]1[C:7]2[O:6][CH:5]([CH2:3][OH:2])[O:9][C:8]=2[CH:10]=[C:11]([F:15])[CH:12]=1. The yield is 0.580.